Dataset: Full USPTO retrosynthesis dataset with 1.9M reactions from patents (1976-2016). Task: Predict the reactants needed to synthesize the given product. Given the product [Br:1][C:2]1[CH:7]=[CH:6][N:5]2[CH:10]=[N:9][CH:8]=[C:4]2[CH:3]=1, predict the reactants needed to synthesize it. The reactants are: [Br:1][C:2]1[CH:7]=[CH:6][N:5]=[C:4]([CH2:8][NH:9][CH:10]=O)[CH:3]=1.P(Cl)(Cl)(Cl)=O.